Dataset: Full USPTO retrosynthesis dataset with 1.9M reactions from patents (1976-2016). Task: Predict the reactants needed to synthesize the given product. (1) Given the product [CH3:19][C:17]1[CH:16]=[CH:15][C:14]([N:20]2[N:21]=[CH:22][CH:23]=[N:24]2)=[C:13]([CH:18]=1)[C:11]([N:4]1[CH2:5][CH:6]2[CH2:10][CH2:9][CH2:8][CH:7]2[CH:3]1[CH2:2][N:29]1[C:25](=[O:35])[C:26]2[C:27](=[CH:31][CH:32]=[CH:33][CH:34]=2)[C:28]1=[O:30])=[O:12], predict the reactants needed to synthesize it. The reactants are: O[CH2:2][CH:3]1[CH:7]2[CH2:8][CH2:9][CH2:10][CH:6]2[CH2:5][N:4]1[C:11]([C:13]1[CH:18]=[C:17]([CH3:19])[CH:16]=[CH:15][C:14]=1[N:20]1[N:24]=[CH:23][CH:22]=[N:21]1)=[O:12].[C:25]1(=[O:35])[NH:29][C:28](=[O:30])[C:27]2=[CH:31][CH:32]=[CH:33][CH:34]=[C:26]12.C1C=CC(P(C2C=CC=CC=2)C2C=CC=CC=2)=CC=1.CC(OC(/N=N/C(OC(C)C)=O)=O)C. (2) Given the product [NH2:1][CH2:4][C@@H:5]([NH:13][C:14]([C:16]1[S:32][C:19]2=[N:20][C:21]3[CH2:22][CH2:23][CH:24]([C:28]([CH3:31])([CH3:30])[CH3:29])[CH2:25][C:26]=3[CH:27]=[C:18]2[CH:17]=1)=[O:15])[C:6]1[CH:7]=[C:8]([C:33]2[CH:38]=[CH:37][CH:36]=[CH:35][CH:34]=2)[CH:9]=[CH:10][CH:11]=1, predict the reactants needed to synthesize it. The reactants are: [N:1]([CH2:4][C@@H:5]([NH:13][C:14]([C:16]1[S:32][C:19]2=[N:20][C:21]3[CH2:22][CH2:23][CH:24]([C:28]([CH3:31])([CH3:30])[CH3:29])[CH2:25][C:26]=3[CH:27]=[C:18]2[CH:17]=1)=[O:15])[C:6]1[CH:11]=[CH:10][CH:9]=[C:8](Br)[CH:7]=1)=[N+]=[N-].[C:33]1(B(O)O)[CH:38]=[CH:37][CH:36]=[CH:35][CH:34]=1.C1C=CC(P(C2C=CC=CC=2)C2C=CC=CC=2)=CC=1.C([O-])([O-])=O.[Na+].[Na+]. (3) Given the product [Br:1][C:2]1[CH:3]=[C:4]2[C:9](=[CH:10][CH:11]=1)[NH:8][C:7](=[O:29])[C:6]([N:12]1[CH2:17][CH2:16][NH:15][CH2:14][CH2:13]1)=[C:5]2[Cl:25], predict the reactants needed to synthesize it. The reactants are: [Br:1][C:2]1[CH:3]=[C:4]2[C:9](=[CH:10][CH:11]=1)[N:8]=[CH:7][C:6]([N:12]1[CH2:17][CH2:16][N:15](C(OC(C)(C)C)=O)[CH2:14][CH2:13]1)=[C:5]2[Cl:25].FC(F)(F)C(O)=[O:29]. (4) Given the product [ClH:48].[CH2:38]([C:35]1[CH:36]=[N:37][C:32]([N:18]([CH2:19][C:20]2[CH:21]=[CH:22][C:23]([C:26]3[CH:31]=[N:30][CH:29]=[CH:28][N:27]=3)=[CH:24][CH:25]=2)[CH2:17][CH2:16][C:14]2[N:15]=[C:11]([S:10][C:7]([CH3:9])([CH3:8])[C:6]([OH:40])=[O:5])[S:12][CH:13]=2)=[N:33][CH:34]=1)[CH3:39], predict the reactants needed to synthesize it. The reactants are: C([O:5][C:6](=[O:40])[C:7]([S:10][C:11]1[S:12][CH:13]=[C:14]([CH2:16][CH2:17][N:18]([C:32]2[N:37]=[CH:36][C:35]([CH2:38][CH3:39])=[CH:34][N:33]=2)[CH2:19][C:20]2[CH:25]=[CH:24][C:23]([C:26]3[CH:31]=[N:30][CH:29]=[CH:28][N:27]=3)=[CH:22][CH:21]=2)[N:15]=1)([CH3:9])[CH3:8])(C)(C)C.FC(F)(F)C(O)=O.[Cl:48]CCl. (5) Given the product [CH3:21][O:22][C:23]1[CH:28]=[C:27]([N+:29]([O-:31])=[O:30])[CH:26]=[CH:25][C:24]=1[S:32]([NH:1][C:2]1[CH:7]=[CH:6][CH:5]=[CH:4][C:3]=1[NH:8][S:9]([C:12]1[S:16][C:15]2[CH:17]=[CH:18][CH:19]=[CH:20][C:14]=2[CH:13]=1)(=[O:11])=[O:10])(=[O:34])=[O:33], predict the reactants needed to synthesize it. The reactants are: [NH2:1][C:2]1[CH:7]=[CH:6][CH:5]=[CH:4][C:3]=1[NH:8][S:9]([C:12]1[S:16][C:15]2[CH:17]=[CH:18][CH:19]=[CH:20][C:14]=2[CH:13]=1)(=[O:11])=[O:10].[CH3:21][O:22][C:23]1[CH:28]=[C:27]([N+:29]([O-:31])=[O:30])[CH:26]=[CH:25][C:24]=1[S:32](Cl)(=[O:34])=[O:33]. (6) Given the product [Br:12][C:13]1[CH:14]=[C:15]([C:19]#[C:20][C:2]2[CH:3]=[N:4][N:5]([CH2:7][C:8]([F:11])([F:10])[F:9])[CH:6]=2)[CH:16]=[CH:17][CH:18]=1, predict the reactants needed to synthesize it. The reactants are: I[C:2]1[CH:3]=[N:4][N:5]([CH2:7][C:8]([F:11])([F:10])[F:9])[CH:6]=1.[Br:12][C:13]1[CH:18]=[CH:17][CH:16]=[C:15]([C:19]#[CH:20])[CH:14]=1. (7) The reactants are: [C:1]([C:4]1[CH:26]=[CH:25][C:7]2[NH:8][C:9](=[C:11]([C:15]3[N:20]=[C:19]([C:21]([F:24])([F:23])[F:22])[CH:18]=[CH:17][N:16]=3)[C:12]([NH2:14])=[O:13])[S:10][C:6]=2[CH:5]=1)(O)=[O:2].C(N(CC)CC)C.CCOP(ON1N=NC2C=CC=CC=2C1=O)(OCC)=O.[N:54]1([CH2:60][CH2:61][CH2:62][NH2:63])[CH2:59][CH2:58][O:57][CH2:56][CH2:55]1.[ClH:64]. Given the product [ClH:64].[N:54]1([CH2:60][CH2:61][CH2:62][NH:63][C:1]([C:4]2[CH:26]=[CH:25][C:7]3[NH:8][C:9](=[C:11]([C:15]4[N:20]=[C:19]([C:21]([F:22])([F:23])[F:24])[CH:18]=[CH:17][N:16]=4)[C:12]([NH2:14])=[O:13])[S:10][C:6]=3[CH:5]=2)=[O:2])[CH2:59][CH2:58][O:57][CH2:56][CH2:55]1, predict the reactants needed to synthesize it. (8) Given the product [Cl:1][C:2]1[CH:7]=[CH:6][CH:5]=[CH:4][C:3]=1[N:8]([CH3:33])[CH:9]1[C:18]2[C:13](=[CH:14][CH:15]=[CH:16][CH:17]=2)[N:12]([C:19](=[O:30])[C:20]2[CH:25]=[CH:24][C:23]([O:26][CH3:27])=[C:22]([O:28][CH3:29])[CH:21]=2)[CH2:11][CH2:10]1, predict the reactants needed to synthesize it. The reactants are: [Cl:1][C:2]1[CH:7]=[CH:6][CH:5]=[CH:4][C:3]=1[NH:8][CH:9]1[C:18]2[C:13](=[CH:14][CH:15]=[CH:16][CH:17]=2)[N:12]([C:19](=[O:30])[C:20]2[CH:25]=[CH:24][C:23]([O:26][CH3:27])=[C:22]([O:28][CH3:29])[CH:21]=2)[CH2:11][CH2:10]1.[H-].[Na+].[CH3:33]I.O. (9) Given the product [CH2:33]([O:35][C:36]([CH:39]1[CH2:38][CH2:43][CH2:42][N:41]([C:30]([C@@H:9]2[CH2:10][C@H:11]([NH:13][CH2:14][C:15]3[CH:20]=[CH:19][C:18]([F:21])=[CH:17][C:16]=3[F:22])[CH2:12][N:8]2[CH2:1][C:2]2[CH:7]=[CH:6][CH:5]=[CH:4][CH:3]=2)=[O:31])[CH2:40]1)=[O:37])[CH3:34].[CH2:33]([O:35][C:36]([CH:38]1[CH2:43][CH2:42][N:41]([C:30]([C@@H:9]2[CH2:10][C@H:11]([NH:13][CH2:14][C:15]3[CH:20]=[CH:19][C:18]([F:21])=[CH:17][C:16]=3[F:22])[CH2:12][N:8]2[CH2:1][C:2]2[CH:7]=[CH:6][CH:5]=[CH:4][CH:3]=2)=[O:31])[CH2:40][CH2:39]1)=[O:37])[CH3:34], predict the reactants needed to synthesize it. The reactants are: [CH2:1]([N:8]1[CH2:12][CH:11]([N:13](C(OC(C)(C)C)=O)[CH2:14][C:15]2[CH:20]=[CH:19][C:18]([F:21])=[CH:17][C:16]=2[F:22])[CH2:10][CH:9]1[C:30](O)=[O:31])[C:2]1[CH:7]=[CH:6][CH:5]=[CH:4][CH:3]=1.[CH2:33]([O:35][C:36]([CH:38]1[CH2:43][CH2:42][NH:41][CH2:40][CH2:39]1)=[O:37])[CH3:34]. (10) Given the product [C:1]([N:5]1[C:9]2[CH:10]=[CH:11][CH:12]=[CH:13][C:8]=2[N:7]([C@@H:14]([C:29]2[CH:34]=[CH:33][CH:32]=[CH:31][CH:30]=2)[C@H:15]([OH:28])[CH2:16][NH:37][CH3:36])[C:6]1=[O:35])([CH3:2])([CH3:4])[CH3:3], predict the reactants needed to synthesize it. The reactants are: [C:1]([N:5]1[C:9]2[CH:10]=[CH:11][CH:12]=[CH:13][C:8]=2[N:7]([C@@H:14]([C:29]2[CH:34]=[CH:33][CH:32]=[CH:31][CH:30]=2)[C@H:15]([OH:28])[CH2:16]OS(C2C=CC(C)=CC=2)(=O)=O)[C:6]1=[O:35])([CH3:4])([CH3:3])[CH3:2].[CH3:36][NH2:37].